From a dataset of Rat liver microsome stability data. Regression/Classification. Given a drug SMILES string, predict its absorption, distribution, metabolism, or excretion properties. Task type varies by dataset: regression for continuous measurements (e.g., permeability, clearance, half-life) or binary classification for categorical outcomes (e.g., BBB penetration, CYP inhibition). Dataset: rlm. (1) The molecule is CC(=O)Nc1ccc(C2Nc3cc(F)cc4c(O)nnc(c34)C2c2ncnn2C)cc1. The result is 0 (unstable in rat liver microsomes). (2) The compound is O=C(Nc1sc2c(c1C(=O)N1CCCCC1)CCOC2)c1ccccc1OC(F)(F)F. The result is 1 (stable in rat liver microsomes). (3) The drug is CC(=O)c1cc(C(=O)N2CC[C@@H](O)C2)c(Nc2ccc(I)cc2F)n1C. The result is 1 (stable in rat liver microsomes). (4) The molecule is N#Cc1ccc(F)cc1Cn1c(N2CCC[C@@H](N)C2)nc2c(-c3ccc(S(N)(=O)=O)cc3)cnc-2c1O. The result is 0 (unstable in rat liver microsomes).